This data is from Full USPTO retrosynthesis dataset with 1.9M reactions from patents (1976-2016). The task is: Predict the reactants needed to synthesize the given product. (1) Given the product [NH:28]1[CH:32]=[CH:31][C:30]([C:2]2[C:3]3[CH:10]=[CH:9][N:8]([CH2:11][O:12][CH2:13][CH2:14][Si:15]([CH3:18])([CH3:17])[CH3:16])[C:4]=3[N:5]=[CH:6][N:7]=2)=[CH:29]1, predict the reactants needed to synthesize it. The reactants are: Cl[C:2]1[C:3]2[CH:10]=[CH:9][N:8]([CH2:11][O:12][CH2:13][CH2:14][Si:15]([CH3:18])([CH3:17])[CH3:16])[C:4]=2[N:5]=[CH:6][N:7]=1.C(O)CCC.C([Si](C(C)C)(C(C)C)[N:28]1[CH:32]=[CH:31][C:30](B(O)O)=[CH:29]1)(C)C.C(=O)([O-])[O-].[K+].[K+]. (2) Given the product [N:1]1([C:7]2[CH:12]=[C:11]([C:13]([F:15])([F:14])[F:16])[CH:10]=[C:9]([NH2:17])[CH:8]=2)[CH2:6][CH2:5][O:4][CH2:3][CH2:2]1, predict the reactants needed to synthesize it. The reactants are: [N:1]1([C:7]2[CH:8]=[C:9]([NH:17]C(=O)OC(C)(C)C)[CH:10]=[C:11]([C:13]([F:16])([F:15])[F:14])[CH:12]=2)[CH2:6][CH2:5][O:4][CH2:3][CH2:2]1.Cl. (3) Given the product [CH3:30][O:29][CH2:28][N:8]1[C:6]2=[N:7][C:2]([CH:34]3[CH2:35][NH:31][CH2:32][CH2:33]3)=[CH:3][CH:4]=[C:5]2[N:10]=[C:9]1[C:11]1[S:12][C:13]2[C:19]([N:20]3[CH2:25][CH2:24][O:23][CH2:22][CH2:21]3)=[CH:18][CH:17]=[C:16]([O:26][CH3:27])[C:14]=2[N:15]=1, predict the reactants needed to synthesize it. The reactants are: Cl[C:2]1[N:7]=[C:6]2[N:8]([CH2:28][O:29][CH3:30])[C:9]([C:11]3[S:12][C:13]4[C:19]([N:20]5[CH2:25][CH2:24][O:23][CH2:22][CH2:21]5)=[CH:18][CH:17]=[C:16]([O:26][CH3:27])[C:14]=4[N:15]=3)=[N:10][C:5]2=[CH:4][CH:3]=1.[NH:31]1[CH2:35][CH2:34][CH2:33][CH2:32]1. (4) Given the product [C:38]([O:37][C@@H:31]([C:12]1[C:13]([CH3:30])=[N:14][C:15]2=[CH:19][C:18]3=[N:17][N:16]2[C:11]=1[N:8]1[CH2:9][CH2:10][C:5]([CH3:42])([O:4][CH2:1][CH:2]=[CH:3][C:28]2[CH:27]=[CH:26][CH:25]=[CH:24][C:23]=2[CH2:22][CH:21]=[CH:20]3)[CH2:6][CH2:7]1)[C:32]([O:34][CH2:35][CH3:36])=[O:33])([CH3:40])([CH3:41])[CH3:39], predict the reactants needed to synthesize it. The reactants are: [CH2:1]([O:4][C:5]1([CH3:42])[CH2:10][CH2:9][N:8]([C:11]2[N:16]3[N:17]=[C:18]([CH:20]=[CH:21][CH2:22][C:23]4[CH:28]=[CH:27][CH:26]=[CH:25][C:24]=4Br)[CH:19]=[C:15]3[N:14]=[C:13]([CH3:30])[C:12]=2[C@H:31]([O:37][C:38]([CH3:41])([CH3:40])[CH3:39])[C:32]([O:34][CH2:35][CH3:36])=[O:33])[CH2:7][CH2:6]1)[CH:2]=[CH2:3].C(N(CC)CC)C.C1(P(C2C=CC=CC=2)C2C=CC=CC=2)C=CC=CC=1. (5) Given the product [Br:1][C:2]1[CH:10]=[CH:9][C:5]([CH2:6][OH:7])=[CH:4][C:3]=1[CH3:11], predict the reactants needed to synthesize it. The reactants are: [Br:1][C:2]1[CH:10]=[CH:9][C:5]([C:6](O)=[O:7])=[CH:4][C:3]=1[CH3:11]. (6) Given the product [CH3:36][N:25]([CH:26]1[CH2:31][C:30]([CH3:33])([CH3:32])[NH:29][C:28]([CH3:35])([CH3:34])[CH2:27]1)[C:22]1[N:23]=[N:24][C:19]([C:18]2[C:9]([OH:8])=[CH:10][CH:11]=[C:12]3[C:17]=2[N:16]=[CH:15][CH:14]=[CH:13]3)=[CH:20][CH:21]=1, predict the reactants needed to synthesize it. The reactants are: C([O:8][C:9]1[C:18]([C:19]2[N:24]=[N:23][C:22]([N:25]([CH3:36])[CH:26]3[CH2:31][C:30]([CH3:33])([CH3:32])[NH:29][C:28]([CH3:35])([CH3:34])[CH2:27]3)=[CH:21][CH:20]=2)=[C:17]2[C:12]([CH:13]=[CH:14][CH:15]=[N:16]2)=[CH:11][CH:10]=1)C1C=CC=CC=1.[H][H].